This data is from Forward reaction prediction with 1.9M reactions from USPTO patents (1976-2016). The task is: Predict the product of the given reaction. Given the reactants [NH2:1][C:2]1[CH:11]=[C:10]2[C:5]([C:6]3([CH2:21][CH2:20][CH2:19][CH2:18]3)[C:7](=[O:17])[N:8]([CH2:13][CH:14]3[CH2:16][CH2:15]3)[C:9]2=[O:12])=[CH:4][CH:3]=1.[Cl:22][C:23]1[CH:24]=[C:25]([NH:31][C:32]([CH2:34][CH:35]([CH3:40])[CH2:36][C:37](O)=[O:38])=[O:33])[CH:26]=[CH:27][C:28]=1[C:29]#[N:30].CCN(C(C)C)C(C)C.C(P1(=O)OP(CCC)(=O)OP(CCC)(=O)O1)CC, predict the reaction product. The product is: [Cl:22][C:23]1[CH:24]=[C:25]([NH:31][C:32](=[O:33])[CH2:34][CH:35]([CH3:40])[CH2:36][C:37]([NH:1][C:2]2[CH:11]=[C:10]3[C:5]([C:6]4([CH2:21][CH2:20][CH2:19][CH2:18]4)[C:7](=[O:17])[N:8]([CH2:13][CH:14]4[CH2:15][CH2:16]4)[C:9]3=[O:12])=[CH:4][CH:3]=2)=[O:38])[CH:26]=[CH:27][C:28]=1[C:29]#[N:30].